Dataset: Full USPTO retrosynthesis dataset with 1.9M reactions from patents (1976-2016). Task: Predict the reactants needed to synthesize the given product. Given the product [CH2:5]([NH:6][C:7]1[C:8]2[N:25]([CH3:26])[N:24]=[C:23]([CH2:27][CH2:28][CH3:29])[C:9]=2[N:10]=[C:11]([CH2:13][CH2:14][CH2:15][CH2:16][C:19]([O:21][CH3:22])=[O:20])[N:12]=1)[C:4]1[CH:3]=[CH:2][CH:32]=[CH:31][CH:30]=1, predict the reactants needed to synthesize it. The reactants are: Cl[C:2]1[CH:3]=[C:4]([CH:30]=[CH:31][C:32]=1OC)[CH2:5][NH:6][C:7]1[C:8]2[N:25]([CH3:26])[N:24]=[C:23]([CH2:27][CH2:28][CH3:29])[C:9]=2[N:10]=[C:11]([CH:13]2CC[CH:16]([C:19]([O:21][CH3:22])=[O:20])[CH2:15][CH2:14]2)[N:12]=1.C1OC2C=CC(CN)=CC=2O1.